This data is from Experimentally validated miRNA-target interactions with 360,000+ pairs, plus equal number of negative samples. The task is: Binary Classification. Given a miRNA mature sequence and a target amino acid sequence, predict their likelihood of interaction. (1) The protein sequence of the target gene is MPYVDRQNRICGFLDIEENENSGKFLRRYFILDTREDSFVWYMDNPQNLPSGSSRVGAIKLTYISKVSDATKLRPKAEFCFVMNAGMRKYFLQANDQQDLVEWVNVLNKAIKITVPKQSDSQPNSDNLSRHGECGKKQVSYRTDIVGGVPIITPTQKEEVNECGESIDRNNLKRSQSHLPYFTPKPPQDSAVIKAGYCVKQGAVMKNWKRRYFQLDENTIGYFKSELEKEPLRVIPLKEVHKVQECKQSDIMMRDNLFEIVTTSRTFYVQADSPEEMHSWIKAVSGAIVAQRGPGRSASS.... The miRNA is rno-miR-182 with sequence UUUGGCAAUGGUAGAACUCACACCG. Result: 0 (no interaction). (2) The miRNA is cel-miR-800-3p with sequence GCCAAACUCGGAAAUUGUCUGC. The protein sequence of the target gene is MAEPLLTEHQHQPQTSNCTGAAVVHEEHTSERPPSAEERVPKEDSRWQSRASLQSGSRPGQEGEGGLKHQLPPLQTNACPELSSLEKGEKGQNGEDLSTGGASPSAEGEPMSESLVQPGHDSEATKQEAPAAGGEEPWGQQQRQLGKKKHRRRPSKKKRHWKPYYKLTWEEKKKFDEKQSLRASRVRAEMFAKGQPVAPYNTTQFLMDDHDQEEPDLKTGLYPKRAAAKSDDTSDEDFVEEAGEEDGGSDGMGGDGSEFLQRDFSETYERYHAESLQNMSKQELIKEYLELEKCLSRKED.... Result: 0 (no interaction). (3) The miRNA is hsa-miR-32-5p with sequence UAUUGCACAUUACUAAGUUGCA. The protein sequence of the target gene is MLLTVYCVRRDLSEVTFSLQVDADFELHNFRALCELESGIPAAESQIVYAERPLTDNHRSLASYGLKDGDVVILRQKENADPRPPVQFPNLPRIDFSSIAVPGTSSPRQRQPPGTQQSHSSPGEITSSPQGLDNPALLRDMLLANPHELSLLKERNPPLAEALLSGDLEKFSRVLVEQQQDRARREQERIRLFSADPFDLEAQAKIEEDIRQQNIEENMTIAMEEAPESFGQVVMLYINCKVNGHPVKAFVDSGAQMTIMSQACAERCNIMRLVDRRWAGIAKGVGTQKIIGRVHLAQVQ.... Result: 1 (interaction).